From a dataset of Full USPTO retrosynthesis dataset with 1.9M reactions from patents (1976-2016). Predict the reactants needed to synthesize the given product. (1) Given the product [Cl:3][C:4]1[CH:5]=[CH:6][C:7]([CH:8]([OH:9])[C:10]2[CH:11]=[C:12]3[C:17](=[CH:18][CH:19]=2)[NH:16][C:15](=[O:20])[CH:14]=[C:13]3[O:21][C:22]2[CH:23]=[CH:24][CH:25]=[CH:26][CH:27]=2)=[CH:28][CH:29]=1, predict the reactants needed to synthesize it. The reactants are: [BH4-].[Na+].[Cl:3][C:4]1[CH:29]=[CH:28][C:7]([C:8]([C:10]2[CH:11]=[C:12]3[C:17](=[CH:18][CH:19]=2)[NH:16][C:15](=[O:20])[CH:14]=[C:13]3[O:21][C:22]2[CH:27]=[CH:26][CH:25]=[CH:24][CH:23]=2)=[O:9])=[CH:6][CH:5]=1.O. (2) Given the product [CH:42]1([C:41]([C:7]2([CH3:30])[C:6]3[C:5]([CH3:23])([CH:12]4[CH2:13][CH2:14][CH:15]=[CH:16][C:11]4=[C:10]4[C:18]=3[CH2:17][C:19]3[CH:20]=[CH:21][CH:22]=[CH:8][C:9]4=3)[C:4]([CH3:26])([CH3:25])[C:3]([CH3:28])([CH3:27])[C:2]2([CH3:1])[CH3:29])([C:38]2[CH:37]=[CH:36][C:35]([CH3:54])=[CH:40][CH:39]=2)[C:47]2[CH:48]=[CH:49][C:50]([CH3:53])=[CH:51][CH:52]=2)[CH:43]=[CH:44][CH:45]=[CH:46]1, predict the reactants needed to synthesize it. The reactants are: [CH3:1][C:2]1([CH3:29])[CH:7]2[CH:8]3[CH2:22][CH2:21][CH:20]=[CH:19][C:9]3=[C:10]3[C:18]([CH2:17][C:16]4[CH:15]=[CH:14][CH:13]=[CH:12][C:11]3=4)=[C:6]2[C:5](C)([CH3:23])[C:4]([CH3:26])([CH3:25])[C:3]1([CH3:28])[CH3:27].[CH2:30]([Li])CCC.[C:35]1([CH3:54])[CH:40]=[CH:39][C:38]([C:41]([C:47]2[CH:52]=[CH:51][C:50]([CH3:53])=[CH:49][CH:48]=2)=[C:42]2[CH:46]=[CH:45][CH:44]=[CH:43]2)=[CH:37][CH:36]=1.[Cl-].[NH4+]. (3) Given the product [Cl:13][C:14]1[CH:19]=[CH:18][C:17]([S:20]([NH:1][CH2:2][CH2:3][CH2:4][CH2:5][CH2:6][C:7](=[O:12])[C:8]([NH:10][CH3:11])=[O:9])(=[O:22])=[O:21])=[CH:16][CH:15]=1, predict the reactants needed to synthesize it. The reactants are: [NH2:1][CH2:2][CH2:3][CH2:4][CH2:5][CH2:6][C:7](=[O:12])[C:8]([NH:10][CH3:11])=[O:9].[Cl:13][C:14]1[CH:19]=[CH:18][C:17]([S:20](Cl)(=[O:22])=[O:21])=[CH:16][CH:15]=1.CCN(CC)CC.O.